From a dataset of Full USPTO retrosynthesis dataset with 1.9M reactions from patents (1976-2016). Predict the reactants needed to synthesize the given product. (1) Given the product [C:1]([C:5]1[S:9][C:8]([CH2:10][CH2:11][NH2:18])=[CH:7][CH:6]=1)([CH3:4])([CH3:3])[CH3:2], predict the reactants needed to synthesize it. The reactants are: [C:1]([C:5]1[S:9][C:8]([C:10](=O)[CH3:11])=[CH:7][CH:6]=1)([CH3:4])([CH3:3])[CH3:2].C(O)C.[BH4-].[Na+].[NH3:18]. (2) Given the product [C:1]([Si:5]([C:39]1[CH:44]=[CH:43][CH:42]=[CH:41][CH:40]=1)([C:33]1[CH:38]=[CH:37][CH:36]=[CH:35][CH:34]=1)[O:6][CH2:7][CH2:8][NH:9][C:10]1[CH:15]=[C:14]([C:16]2[CH:21]=[CH:20][N:19]=[C:18]([NH:53][CH:46]([C:47]3[CH:52]=[CH:51][CH:50]=[CH:49][CH:48]=3)[CH3:45])[CH:17]=2)[N:13]=[C:12]([N:23]2[CH2:28][CH:27]3[CH2:29][CH:24]2[CH2:25][N:26]3[CH:30]([CH3:32])[CH3:31])[N:11]=1)([CH3:4])([CH3:3])[CH3:2], predict the reactants needed to synthesize it. The reactants are: [C:1]([Si:5]([C:39]1[CH:44]=[CH:43][CH:42]=[CH:41][CH:40]=1)([C:33]1[CH:38]=[CH:37][CH:36]=[CH:35][CH:34]=1)[O:6][CH2:7][CH2:8][NH:9][C:10]1[CH:15]=[C:14]([C:16]2[CH:21]=[CH:20][N:19]=[C:18](Cl)[CH:17]=2)[N:13]=[C:12]([N:23]2[CH2:28][CH:27]3[CH2:29][CH:24]2[CH2:25][N:26]3[CH:30]([CH3:32])[CH3:31])[N:11]=1)([CH3:4])([CH3:3])[CH3:2].[CH3:45][C@H:46]([NH2:53])[C:47]1[CH:52]=[CH:51][CH:50]=[CH:49][CH:48]=1.C1C=CC(P(C2C(C3C(P(C4C=CC=CC=4)C4C=CC=CC=4)=CC=C4C=3C=CC=C4)=C3C(C=CC=C3)=CC=2)C2C=CC=CC=2)=CC=1.CC([O-])(C)C.[Na+]. (3) Given the product [Cl:1][C:2]1[CH:7]=[CH:6][C:5]([NH:8][C:25](=[O:26])[C:24]2[CH:28]=[CH:29][C:21]([O:20][CH3:19])=[CH:22][CH:23]=2)=[CH:4][C:3]=1[C:9]1[O:10][C:11]2[CH:17]=[CH:16][C:15]([CH3:18])=[CH:14][C:12]=2[N:13]=1, predict the reactants needed to synthesize it. The reactants are: [Cl:1][C:2]1[CH:7]=[CH:6][C:5]([NH2:8])=[CH:4][C:3]=1[C:9]1[O:10][C:11]2[CH:17]=[CH:16][C:15]([CH3:18])=[CH:14][C:12]=2[N:13]=1.[CH3:19][O:20][C:21]1[CH:29]=[CH:28][C:24]([C:25](Cl)=[O:26])=[CH:23][CH:22]=1. (4) Given the product [CH2:1]([O:3][C:4](=[O:40])[CH2:5][CH2:6][CH2:7][O:8][C:9]1[CH:14]=[CH:13][CH:12]=[C:11]([CH2:15][CH2:16][CH2:17][CH2:18][CH2:19][CH2:20][O:21][C:22]2[CH:27]=[C:26]([S:28]([CH3:31])(=[O:30])=[O:29])[CH:25]=[C:24]([C:49]3[CH:48]=[CH:47][C:46]4[O:41][CH2:42][CH2:43][O:44][C:45]=4[CH:50]=3)[CH:23]=2)[C:10]=1[CH2:33][CH2:34][C:35]([O:37][CH2:38][CH3:39])=[O:36])[CH3:2], predict the reactants needed to synthesize it. The reactants are: [CH2:1]([O:3][C:4](=[O:40])[CH2:5][CH2:6][CH2:7][O:8][C:9]1[CH:14]=[CH:13][CH:12]=[C:11]([CH2:15][CH2:16][CH2:17][CH2:18][CH2:19][CH2:20][O:21][C:22]2[CH:27]=[C:26]([S:28]([CH3:31])(=[O:30])=[O:29])[CH:25]=[C:24](I)[CH:23]=2)[C:10]=1[CH2:33][CH2:34][C:35]([O:37][CH2:38][CH3:39])=[O:36])[CH3:2].[O:41]1[C:46]2[CH:47]=[CH:48][CH:49]=[CH:50][C:45]=2[O:44][CH2:43][CH:42]1B(O)O.C(=O)([O-])[O-].[Cs+].[Cs+].C(COC)OC.